Dataset: Full USPTO retrosynthesis dataset with 1.9M reactions from patents (1976-2016). Task: Predict the reactants needed to synthesize the given product. (1) Given the product [CH3:8][C:9]([CH3:18])([CH2:16][CH3:17])[CH2:10][C:11]1[N:12]=[CH:13][N:14]([S:21]([N:20]([CH3:25])[CH3:19])(=[O:23])=[O:22])[CH:15]=1, predict the reactants needed to synthesize it. The reactants are: CN1CCOCC1.[CH3:8][C:9]([CH3:18])([CH2:16][CH3:17])[CH2:10][C:11]1[N:12]=[CH:13][NH:14][CH:15]=1.[CH3:19][N:20]([CH3:25])[S:21](Cl)(=[O:23])=[O:22]. (2) Given the product [C:1]([C:4]1[CH:9]=[CH:8][CH:7]=[CH:6][CH:5]=1)(=[O:3])[CH2:2][CH3:10].[C:4]1([CH:1]([OH:3])[CH2:2][CH3:16])[CH:9]=[CH:8][CH:7]=[CH:6][CH:5]=1, predict the reactants needed to synthesize it. The reactants are: [C:1]([C:4]1[CH:9]=[CH:8][CH:7]=[CH:6][CH:5]=1)(=[O:3])[CH3:2].[CH3:10]C([O-])(C)C.[K+].[C:16](C1C=CC=CC=1)(=O)CC.CC(C1C=CC2C(=CC=CC=2)C=1)=O.C(C1C=CC=CC=1)(=O)C1C=CC=CC=1.C(CC(=O)C)C1C=CC=CC=1.C(=O)C1C=CC=CC=1.C(=NC1C=CC=CC=1)C1C=CC=CC=1. (3) Given the product [CH2:34]([C:31]1[CH:30]=[N:29][C:28]([N:24]2[CH2:25][CH2:26][CH:21]([NH:20][C:19]3[C:14]4[S:13][CH:12]=[C:11]([C:8]5[CH:9]=[CH:10][C:5]([S:2]([CH3:1])(=[O:3])=[O:4])=[CH:6][CH:7]=5)[C:15]=4[N:16]=[CH:17][N:18]=3)[CH2:22][CH2:23]2)=[N:33][CH:32]=1)[CH3:35], predict the reactants needed to synthesize it. The reactants are: [CH3:1][S:2]([C:5]1[CH:10]=[CH:9][C:8]([C:11]2[C:15]3[N:16]=[CH:17][N:18]=[C:19]([NH:20][CH:21]4[CH2:26][CH2:25][NH:24][CH2:23][CH2:22]4)[C:14]=3[S:13][CH:12]=2)=[CH:7][CH:6]=1)(=[O:4])=[O:3].Cl[C:28]1[N:33]=[CH:32][C:31]([CH2:34][CH3:35])=[CH:30][N:29]=1. (4) Given the product [CH3:20][C:10]1[CH:11]=[C:12]([O:17][CH3:18])[C:13]2[C:8](=[C:7]3[C:16](=[CH:15][CH:14]=2)[C:3]([O:2][CH3:1])=[CH:4][CH:5]=[N:6]3)[N:9]=1, predict the reactants needed to synthesize it. The reactants are: [CH3:1][O:2][C:3]1[C:16]2[C:7](=[C:8]3[C:13](=[CH:14][CH:15]=2)[C:12]([O:17][CH3:18])=[CH:11][CH:10]=[N:9]3)[N:6]=[CH:5][CH:4]=1.[Li][CH3:20]. (5) Given the product [Cl:14][C:15]1[CH:16]=[C:17]([CH:21]=[C:22]([Cl:24])[CH:23]=1)[C:18]([N:10]=[C:8]1[N:7]([CH:26]([CH2:31][CH3:32])[C:27]([OH:29])=[O:28])[C:6]2[CH:11]=[C:2]([F:1])[C:3]([F:13])=[C:4]([F:12])[C:5]=2[S:9]1)=[O:19], predict the reactants needed to synthesize it. The reactants are: [F:1][C:2]1[C:3]([F:13])=[C:4]([F:12])[C:5]2[S:9][C:8]([NH2:10])=[N:7][C:6]=2[CH:11]=1.[Cl:14][C:15]1[CH:16]=[C:17]([CH:21]=[C:22]([Cl:24])[CH:23]=1)[C:18](Cl)=[O:19].Br[CH:26]([CH2:31][CH3:32])[C:27]([O:29]C)=[O:28].COC1C=CC2N=C(N)SC=2C=1.ClC1C=C(C=CC=1)C(Cl)=O.BrCC(OCC)=O. (6) Given the product [CH3:10][C:11]([CH3:40])([CH3:39])[CH2:12][C:13]1[N:14]=[C:15]([CH:24]([F:7])[CH2:25][C:26]2[CH:31]=[CH:30][C:29]([C:32]3[CH:37]=[CH:36][CH:35]=[CH:34][N:33]=3)=[CH:28][CH:27]=2)[N:16]([S:18]([N:21]([CH3:23])[CH3:22])(=[O:20])=[O:19])[CH:17]=1, predict the reactants needed to synthesize it. The reactants are: C(N(S(F)(F)[F:7])CC)C.[CH3:10][C:11]([CH3:40])([CH3:39])[CH2:12][C:13]1[N:14]=[C:15]([CH:24](O)[CH2:25][C:26]2[CH:31]=[CH:30][C:29]([C:32]3[CH:37]=[CH:36][CH:35]=[CH:34][N:33]=3)=[CH:28][CH:27]=2)[N:16]([S:18]([N:21]([CH3:23])[CH3:22])(=[O:20])=[O:19])[CH:17]=1. (7) Given the product [Br:34][C:35]1[CH:36]=[CH:37][C:38]([C:41]([N:43]=[C:44]=[S:45])=[O:42])=[CH:39][CH:40]=1.[Br:34][C:35]1[CH:40]=[CH:39][C:38]([C:41]([NH:43][C:44]([NH:30][C:29]2[CH:31]=[CH:32][C:26]([O:25][C:16]3[C:15]4[C:20](=[CH:21][C:22]([O:23][CH3:24])=[C:13]([O:12][CH3:11])[CH:14]=4)[N:19]=[CH:18][CH:17]=3)=[C:27]([F:33])[CH:28]=2)=[S:45])=[O:42])=[CH:37][CH:36]=1, predict the reactants needed to synthesize it. The reactants are: BrC1C=CC(C(Cl)=O)=CC=1.[CH3:11][O:12][C:13]1[CH:14]=[C:15]2[C:20](=[CH:21][C:22]=1[O:23][CH3:24])[N:19]=[CH:18][CH:17]=[C:16]2[O:25][C:26]1[CH:32]=[CH:31][C:29]([NH2:30])=[CH:28][C:27]=1[F:33].[Br:34][C:35]1[CH:40]=[CH:39][C:38]([C:41]([N:43]=[C:44]=[S:45])=[O:42])=[CH:37][CH:36]=1. (8) Given the product [NH:28]1[C:36]2[C:31](=[CH:32][CH:33]=[C:34]([C:37]([NH:10][C@@H:9]([C:11]([N:13]3[CH2:18][CH2:17][CH:16]([CH:19]4[CH2:24][CH2:23][N:22]([CH3:25])[CH2:21][CH2:20]4)[CH2:15][CH2:14]3)=[O:12])[CH2:8][C:7]3[N:26]=[CH:27][N:5]([CH3:4])[CH:6]=3)=[O:38])[CH:35]=2)[CH:30]=[CH:29]1, predict the reactants needed to synthesize it. The reactants are: Cl.Cl.Cl.[CH3:4][N:5]1[CH:27]=[N:26][C:7]([CH2:8][C@H:9]([C:11]([N:13]2[CH2:18][CH2:17][CH:16]([CH:19]3[CH2:24][CH2:23][N:22]([CH3:25])[CH2:21][CH2:20]3)[CH2:15][CH2:14]2)=[O:12])[NH2:10])=[CH:6]1.[NH:28]1[C:36]2[C:31](=[CH:32][CH:33]=[C:34]([C:37](O)=[O:38])[CH:35]=2)[CH:30]=[CH:29]1.